Dataset: Reaction yield outcomes from USPTO patents with 853,638 reactions. Task: Predict the reaction yield, written as a fraction of the theoretical maximum amount of product (1.0 means a 100% yield; for example, 0.34 means a 34% yield). (1) The reactants are C(OC([N:8]1[C:16]2[C:11](=[CH:12][C:13]([C:17]3[CH:18]=[N:19][CH:20]=[CH:21][CH:22]=3)=[CH:14][CH:15]=2)[C:10]([C:23]([O:25][CH2:26][C:27]2[CH:32]=[CH:31][CH:30]=[CH:29][CH:28]=2)=[O:24])=[C:9]1[CH3:33])=O)(C)(C)C.FC(F)(F)C(O)=O. The catalyst is C(Cl)Cl. The product is [CH2:26]([O:25][C:23]([C:10]1[C:11]2[C:16](=[CH:15][CH:14]=[C:13]([C:17]3[CH:18]=[N:19][CH:20]=[CH:21][CH:22]=3)[CH:12]=2)[NH:8][C:9]=1[CH3:33])=[O:24])[C:27]1[CH:28]=[CH:29][CH:30]=[CH:31][CH:32]=1. The yield is 0.400. (2) The reactants are Cl[C:2]1[C:11]2[C:6](=[CH:7][C:8]([Cl:12])=[CH:9][CH:10]=2)[N:5]=[CH:4][CH:3]=1.C1(O)C=CC=CC=1.[C:20]12([NH:30]CCCN)[CH2:29][CH:24]3[CH2:25][CH:26]([CH2:28][CH:22]([CH2:23]3)[CH2:21]1)[CH2:27]2.[NH2:35][C:36]12CC3CC(C[CH:38](C3)[CH2:37]1)C2.ClC1C=C2C(C(NC34CC5CC(CC(C5)C3)C4)=CC=N2)=CC=1.[OH-].[K+]. The catalyst is CO. The product is [Cl:12][C:8]1[CH:7]=[C:6]2[C:11]([CH:2]=[C:3]([NH:30][C:20]34[CH2:27][CH:26]5[CH2:25][CH:24]([CH2:23][CH:22]([CH2:28]5)[CH2:21]3)[CH2:29]4)[C:4]([CH2:38][CH2:37][CH2:36][NH2:35])=[N:5]2)=[CH:10][CH:9]=1. The yield is 0.0600. (3) The reactants are [C:1]1([CH2:7][NH:8][C:9]([CH:11]([C:17]([O:19]CC)=O)[C:12]([O:14][CH2:15][CH3:16])=[O:13])=[O:10])[CH:6]=[CH:5][CH:4]=[CH:3][CH:2]=1.[H-].[Na+].[Cl:24][C:25]1[CH:30]=[CH:29][C:28]([N:31]=[C:32]=[O:33])=[CH:27][CH:26]=1.Cl. The catalyst is O1CCCC1. The product is [Cl:24][C:25]1[CH:30]=[CH:29][C:28]([N:31]2[C:17]([OH:19])=[C:11]([C:12]([O:14][CH2:15][CH3:16])=[O:13])[C:9](=[O:10])[N:8]([CH2:7][C:1]3[CH:2]=[CH:3][CH:4]=[CH:5][CH:6]=3)[C:32]2=[O:33])=[CH:27][CH:26]=1. The yield is 0.560. (4) The reactants are [K+].[Br-].[F:3][C:4]([F:22])([O:7][C:8]([F:21])([F:20])[C:9]([F:19])([F:18])[C:10]([F:17])([F:16])[O:11][C:12]([F:15])([F:14])[F:13])[CH2:5][OH:6].[O-]Cl.[Na+].S(=O)(=O)(O)[OH:27]. The catalyst is CC1(C)N([O])C(C)(C)CCC1.O.CC#N. The product is [F:3][C:4]([F:22])([O:7][C:8]([F:20])([F:21])[C:9]([F:18])([F:19])[C:10]([F:16])([F:17])[O:11][C:12]([F:13])([F:14])[F:15])[C:5]([OH:27])=[O:6]. The yield is 0.870. (5) The reactants are [CH3:1][O:2][C:3](/[CH:5]=[CH:6]/[C:7]([O:9][CH2:10][C:11]([OH:13])=O)=[O:8])=[O:4].C(Cl)(=O)C(Cl)=O.[CH2:20]([O:22][C:23](=[O:33])[CH2:24][NH:25][CH2:26][C:27]1[CH:32]=[CH:31][CH:30]=[CH:29][CH:28]=1)[CH3:21].C(N(C(C)C)CC)(C)C. The catalyst is ClCCl.CN(C1C=CN=CC=1)C.CN(C)C=O. The product is [C:7]([O:9][CH2:10][C:11](=[O:13])[N:25]([CH2:24][C:23]([O:22][CH2:20][CH3:21])=[O:33])[CH2:26][C:27]1[CH:32]=[CH:31][CH:30]=[CH:29][CH:28]=1)(=[O:8])/[CH:6]=[CH:5]/[C:3]([O:2][CH3:1])=[O:4]. The yield is 0.130. (6) The reactants are FC(F)(F)C(O)=O.[F:8][C:9]([F:26])([F:25])[CH2:10][O:11][CH:12]1[CH2:17][CH2:16][N:15](C(OC(C)(C)C)=O)[CH2:14][CH2:13]1. The catalyst is C(Cl)Cl. The product is [F:26][C:9]([F:8])([F:25])[CH2:10][O:11][CH:12]1[CH2:17][CH2:16][NH:15][CH2:14][CH2:13]1. The yield is 0.830. (7) The reactants are [I:1][C:2]1[CH:7]=[CH:6][C:5]([CH2:8][CH2:9]O)=[CH:4][CH:3]=1.S(Cl)([Cl:13])=O. The catalyst is C(Cl)(Cl)Cl. The product is [I:1][C:2]1[CH:7]=[CH:6][C:5]([CH2:8][CH2:9][Cl:13])=[CH:4][CH:3]=1. The yield is 0.990.